Dataset: Reaction yield outcomes from USPTO patents with 853,638 reactions. Task: Predict the reaction yield, written as a fraction of the theoretical maximum amount of product (1.0 means a 100% yield; for example, 0.34 means a 34% yield). (1) The reactants are Cl.[CH2:2]([O:4][C:5]1[CH:6]=[C:7]2[C:12](=[C:13]3[CH2:17][C:16]([CH3:19])([CH3:18])[O:15][C:14]=13)[C:11]([C:20]1[CH:28]=[CH:27][C:23]([C:24](O)=[O:25])=[C:22]([NH:29][C:30]([C:32]3[CH:37]=[CH:36][CH:35]=[CH:34][N:33]=3)=[O:31])[CH:21]=1)=[N:10][C:9]([CH3:39])([CH3:38])[CH2:8]2)[CH3:3].C1C=C2[N:46]=NN([O-])C2=CC=1.[NH4+].C(N(CC)CC)C.Cl.C(N=C=NCCCN(C)C)C. The catalyst is CN(C)C=O. The product is [NH2:46][C:24]([C:23]1[CH:27]=[CH:28][C:20]([C:11]2[C:12]3[C:7](=[CH:6][C:5]([O:4][CH2:2][CH3:3])=[C:14]4[O:15][C:16]([CH3:18])([CH3:19])[CH2:17][C:13]4=3)[CH2:8][C:9]([CH3:39])([CH3:38])[N:10]=2)=[CH:21][C:22]=1[NH:29][C:30]([C:32]1[CH:37]=[CH:36][CH:35]=[CH:34][N:33]=1)=[O:31])=[O:25]. The yield is 0.660. (2) The product is [C:12]([N:8]1[C:9]2[C:5](=[CH:4][C:3]([O:2][CH3:1])=[CH:11][CH:10]=2)[CH2:6][CH2:7]1)(=[O:14])[CH3:13]. The catalyst is CN(C)C1C=CN=CC=1.ClCCl. The yield is 0.920. The reactants are [CH3:1][O:2][C:3]1[CH:4]=[C:5]2[C:9](=[CH:10][CH:11]=1)[NH:8][CH2:7][CH2:6]2.[C:12](OC(=O)C)(=[O:14])[CH3:13]. (3) The reactants are [H-].[Na+].[CH2:3]([NH:6][C:7](=[O:16])[O:8][CH2:9][C:10]1[CH:15]=[CH:14][CH:13]=[CH:12][CH:11]=1)[CH:4]=[CH2:5].Br[CH2:18][CH2:19][CH2:20][CH:21]=[CH2:22].C(Cl)Cl. The catalyst is CN(C=O)C.O. The product is [CH2:20]([CH:21]=[CH:22][CH2:5][CH2:4][CH2:3][NH:6][C:7](=[O:16])[O:8][CH2:9][C:10]1[CH:11]=[CH:12][CH:13]=[CH:14][CH:15]=1)[CH:19]=[CH2:18]. The yield is 0.290. (4) The reactants are [CH3:1][N:2]1[CH:6]=[C:5]([NH2:7])[CH:4]=[N:3]1.C(OC([NH:15][C:16]1[S:20][CH:19]=[N:18][C:17]=1[C:21](O)=[O:22])=O)(C)(C)C. The product is [NH2:15][C:16]1[S:20][CH:19]=[N:18][C:17]=1[C:21]([NH:7][C:5]1[CH:4]=[N:3][N:2]([CH3:1])[CH:6]=1)=[O:22]. No catalyst specified. The yield is 0.320. (5) The yield is 0.800. The reactants are [Cl:1][C:2]1[CH:3]=[C:4]2[C:9](=[CH:10][CH:11]=1)[N:8]=[C:7]([O:12][CH3:13])[C:6]([NH:14][C:15](=[O:19])OCC)=[N:5]2.[CH3:20][C:21]1[CH:26]=[CH:25][CH:24]=[CH:23][C:22]=1[N:27]1[CH2:32][CH2:31][NH:30][CH2:29][CH2:28]1. No catalyst specified. The product is [Cl:1][C:2]1[CH:3]=[C:4]2[C:9](=[CH:10][CH:11]=1)[N:8]=[C:7]([O:12][CH3:13])[C:6]([NH:14][C:15]([N:30]1[CH2:31][CH2:32][N:27]([C:22]3[CH:23]=[CH:24][CH:25]=[CH:26][C:21]=3[CH3:20])[CH2:28][CH2:29]1)=[O:19])=[N:5]2. (6) The reactants are [C:1]([C:4]1[C:9]([NH:10][C:11]([C:13]2[S:14][CH:15]=[C:16]([CH:18]([CH3:20])[CH3:19])[N:17]=2)=O)=[C:8]([Cl:21])[C:7]([O:22][CH2:23][CH:24]([O:27][CH3:28])[O:25][CH3:26])=[CH:6][CH:5]=1)(=[O:3])[CH3:2].CC([O-])(C)C.[K+].Cl. The catalyst is CC(O)(C)C. The product is [Cl:21][C:8]1[C:7]([O:22][CH2:23][CH:24]([O:27][CH3:28])[O:25][CH3:26])=[CH:6][CH:5]=[C:4]2[C:9]=1[N:10]=[C:11]([C:13]1[S:14][CH:15]=[C:16]([CH:18]([CH3:20])[CH3:19])[N:17]=1)[CH:2]=[C:1]2[OH:3]. The yield is 0.990. (7) The reactants are [C:1]([C:3]1[CH:22]=[CH:21][C:6]([C:7]([N:9]2[CH2:14][CH2:13][N:12]([CH2:15][C:16](OCC)=[O:17])[CH2:11][CH2:10]2)=[O:8])=[CH:5][CH:4]=1)#[N:2].[NH2:23][NH2:24]. The catalyst is CCO. The product is [C:1]([C:3]1[CH:22]=[CH:21][C:6]([C:7]([N:9]2[CH2:14][CH2:13][N:12]([CH2:15][C:16]([NH:23][NH2:24])=[O:17])[CH2:11][CH2:10]2)=[O:8])=[CH:5][CH:4]=1)#[N:2]. The yield is 0.558. (8) The reactants are [Br:1][C:2]1[CH:6]=[C:5](Br)[S:4][C:3]=1[C:8]1[S:9][C:10](Br)=[CH:11][C:12]=1[Br:13].O.C(O)(=O)C.Cl. The catalyst is C(O)C.[Zn]. The product is [Br:13][C:12]1[CH:11]=[CH:10][S:9][C:8]=1[C:3]1[S:4][CH:5]=[CH:6][C:2]=1[Br:1]. The yield is 0.900.